This data is from Forward reaction prediction with 1.9M reactions from USPTO patents (1976-2016). The task is: Predict the product of the given reaction. (1) Given the reactants [F:1][C:2]1[CH:7]=[CH:6][C:5]([C:8]2[N:12]3[CH:13]=[CH:14][CH:15]=[C:16]([C:17]([OH:19])=O)[C:11]3=[CH:10][N:9]=2)=[CH:4][CH:3]=1.CCN(CC)CC.F[P-](F)(F)(F)(F)F.N1([PH+](N2CCCC2)N2CCCC2)CCCC1.Cl.Cl.[Br:52][C:53]1[CH:58]=[C:57]([CH2:59][NH2:60])[CH:56]=[CH:55][N:54]=1, predict the reaction product. The product is: [Br:52][C:53]1[CH:58]=[C:57]([CH2:59][NH:60][C:17]([C:16]2[C:11]3[N:12]([C:8]([C:5]4[CH:4]=[CH:3][C:2]([F:1])=[CH:7][CH:6]=4)=[N:9][CH:10]=3)[CH:13]=[CH:14][CH:15]=2)=[O:19])[CH:56]=[CH:55][N:54]=1. (2) Given the reactants [NH2:1][C:2]1[N:7]=[C:6]([N:8]2[CH2:29][CH2:28][C:11]3([CH2:15][N:14](C(OC(C)(C)C)=O)[C@H:13]([C:23]([O:25][CH2:26][CH3:27])=[O:24])[CH2:12]3)[CH2:10][CH2:9]2)[CH:5]=[C:4]([CH2:30][O:31][C:32]2[CH:37]=[CH:36][C:35]([C:38]3[CH:46]=[C:45]4[C:41]([C:42]([CH3:47])=[N:43][NH:44]4)=[CH:40][CH:39]=3)=[CH:34][CH:33]=2)[N:3]=1.C(O)(C(F)(F)F)=O, predict the reaction product. The product is: [NH2:1][C:2]1[N:7]=[C:6]([N:8]2[CH2:29][CH2:28][C:11]3([CH2:15][NH:14][C@H:13]([C:23]([O:25][CH2:26][CH3:27])=[O:24])[CH2:12]3)[CH2:10][CH2:9]2)[CH:5]=[C:4]([CH2:30][O:31][C:32]2[CH:37]=[CH:36][C:35]([C:38]3[CH:46]=[C:45]4[C:41]([C:42]([CH3:47])=[N:43][NH:44]4)=[CH:40][CH:39]=3)=[CH:34][CH:33]=2)[N:3]=1.